This data is from NCI-60 drug combinations with 297,098 pairs across 59 cell lines. The task is: Regression. Given two drug SMILES strings and cell line genomic features, predict the synergy score measuring deviation from expected non-interaction effect. (1) Drug 1: C1=NC(=NC(=O)N1C2C(C(C(O2)CO)O)O)N. Drug 2: C1=NC2=C(N1)C(=S)N=CN2. Cell line: EKVX. Synergy scores: CSS=8.49, Synergy_ZIP=-3.84, Synergy_Bliss=-4.44, Synergy_Loewe=1.31, Synergy_HSA=-1.27. (2) Drug 1: CCC(=C(C1=CC=CC=C1)C2=CC=C(C=C2)OCCN(C)C)C3=CC=CC=C3.C(C(=O)O)C(CC(=O)O)(C(=O)O)O. Drug 2: CC(C)NC(=O)C1=CC=C(C=C1)CNNC.Cl. Cell line: K-562. Synergy scores: CSS=-5.13, Synergy_ZIP=4.45, Synergy_Bliss=4.68, Synergy_Loewe=-2.07, Synergy_HSA=-3.38. (3) Drug 1: CNC(=O)C1=CC=CC=C1SC2=CC3=C(C=C2)C(=NN3)C=CC4=CC=CC=N4. Drug 2: C1=C(C(=O)NC(=O)N1)N(CCCl)CCCl. Cell line: SR. Synergy scores: CSS=67.7, Synergy_ZIP=-2.41, Synergy_Bliss=-4.64, Synergy_Loewe=-5.47, Synergy_HSA=-1.90. (4) Drug 1: CS(=O)(=O)C1=CC(=C(C=C1)C(=O)NC2=CC(=C(C=C2)Cl)C3=CC=CC=N3)Cl. Drug 2: CNC(=O)C1=NC=CC(=C1)OC2=CC=C(C=C2)NC(=O)NC3=CC(=C(C=C3)Cl)C(F)(F)F. Cell line: CAKI-1. Synergy scores: CSS=66.0, Synergy_ZIP=24.2, Synergy_Bliss=25.4, Synergy_Loewe=13.1, Synergy_HSA=26.1. (5) Drug 1: C1=CN(C(=O)N=C1N)C2C(C(C(O2)CO)O)O.Cl. Drug 2: C1CN1C2=NC(=NC(=N2)N3CC3)N4CC4. Cell line: NCI/ADR-RES. Synergy scores: CSS=66.7, Synergy_ZIP=0.207, Synergy_Bliss=-1.80, Synergy_Loewe=-7.47, Synergy_HSA=3.71. (6) Drug 1: C1=C(C(=O)NC(=O)N1)N(CCCl)CCCl. Drug 2: CS(=O)(=O)CCNCC1=CC=C(O1)C2=CC3=C(C=C2)N=CN=C3NC4=CC(=C(C=C4)OCC5=CC(=CC=C5)F)Cl. Cell line: 786-0. Synergy scores: CSS=13.3, Synergy_ZIP=-0.443, Synergy_Bliss=-1.27, Synergy_Loewe=-2.96, Synergy_HSA=-1.70. (7) Drug 1: CCC1=CC2CC(C3=C(CN(C2)C1)C4=CC=CC=C4N3)(C5=C(C=C6C(=C5)C78CCN9C7C(C=CC9)(C(C(C8N6C)(C(=O)OC)O)OC(=O)C)CC)OC)C(=O)OC.C(C(C(=O)O)O)(C(=O)O)O. Drug 2: C1CC(=O)NC(=O)C1N2C(=O)C3=CC=CC=C3C2=O. Cell line: CAKI-1. Synergy scores: CSS=28.8, Synergy_ZIP=4.60, Synergy_Bliss=6.59, Synergy_Loewe=-19.0, Synergy_HSA=6.71. (8) Drug 1: CCC(=C(C1=CC=CC=C1)C2=CC=C(C=C2)OCCN(C)C)C3=CC=CC=C3.C(C(=O)O)C(CC(=O)O)(C(=O)O)O. Drug 2: C1=CC=C(C(=C1)C(C2=CC=C(C=C2)Cl)C(Cl)Cl)Cl. Cell line: NCI-H322M. Synergy scores: CSS=-0.684, Synergy_ZIP=-1.56, Synergy_Bliss=-2.24, Synergy_Loewe=-2.79, Synergy_HSA=-2.62. (9) Drug 1: CC12CCC3C(C1CCC2=O)CC(=C)C4=CC(=O)C=CC34C. Drug 2: CCC1(C2=C(COC1=O)C(=O)N3CC4=CC5=C(C=CC(=C5CN(C)C)O)N=C4C3=C2)O.Cl. Cell line: T-47D. Synergy scores: CSS=36.8, Synergy_ZIP=-3.53, Synergy_Bliss=0.698, Synergy_Loewe=-13.6, Synergy_HSA=1.84.